Predict the reaction yield, written as a fraction of the theoretical maximum amount of product (1.0 means a 100% yield; for example, 0.34 means a 34% yield). From a dataset of Reaction yield outcomes from USPTO patents with 853,638 reactions. (1) The reactants are [CH2:1]([O:4][C@@H:5]1[C@@H:9]([CH2:10][O:11][Si](C(C)(C)C)(C)C)[O:8][C@@H:7]([N:19]2[CH:26]=[C:25]([I:27])[C:23](=[O:24])[NH:22][C:20]2=[O:21])[CH2:6]1)[CH:2]=[CH2:3].CCCC[N+](CCCC)(CCCC)CCCC.[F-]. The catalyst is C1COCC1. The product is [CH2:1]([O:4][C@@H:5]1[C@@H:9]([CH2:10][OH:11])[O:8][C@@H:7]([N:19]2[CH:26]=[C:25]([I:27])[C:23](=[O:24])[NH:22][C:20]2=[O:21])[CH2:6]1)[CH:2]=[CH2:3]. The yield is 0.750. (2) The reactants are [CH2:1]([O:8][C:9](=[O:38])[NH:10][CH2:11][CH:12]1[CH2:17][CH2:16][CH2:15][CH:14]([NH:18][C:19]([C:21]2[C:22]([C:27]3[C:32](Cl)=[CH:31][C:30]([C:34]([F:37])([F:36])[F:35])=[CH:29][N:28]=3)=[N:23][O:24][C:25]=2[CH3:26])=[O:20])[CH2:13]1)[C:2]1[CH:7]=[CH:6][CH:5]=[CH:4][CH:3]=1.C[Si]([N-][Si](C)(C)C)(C)C.[K+]. The catalyst is CN(C)C=O. The product is [CH2:1]([O:8][C:9](=[O:38])[NH:10][CH2:11][CH:12]1[CH2:17][CH2:16][CH2:15][CH:14]([N:18]2[C:32]3[C:27](=[N:28][CH:29]=[C:30]([C:34]([F:37])([F:36])[F:35])[CH:31]=3)[C:22]3=[N:23][O:24][C:25]([CH3:26])=[C:21]3[C:19]2=[O:20])[CH2:13]1)[C:2]1[CH:7]=[CH:6][CH:5]=[CH:4][CH:3]=1. The yield is 0.360.